Dataset: Catalyst prediction with 721,799 reactions and 888 catalyst types from USPTO. Task: Predict which catalyst facilitates the given reaction. (1) Reactant: Cl[C:2]1[O:3][C:4]([C:13]2[CH:18]=[CH:17][C:16]([S:19]([NH2:22])(=[O:21])=[O:20])=[CH:15][CH:14]=2)=[C:5]([C:7]2[CH:12]=[CH:11][CH:10]=[CH:9][CH:8]=2)[N:6]=1.CN(C=O)C.C(=O)([O-])[O-].[K+].[K+].[F:34][C:35]1[CH:36]=[C:37]([C:42]2([O:48][CH3:49])[CH2:47][CH2:46][O:45][CH2:44][CH2:43]2)[CH:38]=[C:39]([OH:41])[CH:40]=1. Product: [F:34][C:35]1[CH:40]=[C:39]([CH:38]=[C:37]([C:42]2([O:48][CH3:49])[CH2:43][CH2:44][O:45][CH2:46][CH2:47]2)[CH:36]=1)[O:41][C:2]1[O:3][C:4]([C:13]2[CH:18]=[CH:17][C:16]([S:19]([NH2:22])(=[O:21])=[O:20])=[CH:15][CH:14]=2)=[C:5]([C:7]2[CH:12]=[CH:11][CH:10]=[CH:9][CH:8]=2)[N:6]=1. The catalyst class is: 13. (2) Reactant: C([O:3][C:4]([C:6]1[N:7]=[CH:8][N:9]([CH2:12][O:13][CH2:14][CH2:15][Si:16]([CH3:19])([CH3:18])[CH3:17])[C:10]=1[F:11])=O)C.[H-].C([Al+]CC(C)C)C(C)C. Product: [F:11][C:10]1[N:9]([CH2:12][O:13][CH2:14][CH2:15][Si:16]([CH3:17])([CH3:19])[CH3:18])[CH:8]=[N:7][C:6]=1[CH2:4][OH:3]. The catalyst class is: 11.